From a dataset of Peptide-MHC class II binding affinity with 134,281 pairs from IEDB. Regression. Given a peptide amino acid sequence and an MHC pseudo amino acid sequence, predict their binding affinity value. This is MHC class II binding data. (1) The peptide sequence is FQKTILKATTALKDV. The MHC is DRB5_0101 with pseudo-sequence DRB5_0101. The binding affinity (normalized) is 0.825. (2) The peptide sequence is AFKVAATAANFAPAN. The MHC is DRB1_0901 with pseudo-sequence DRB1_0901. The binding affinity (normalized) is 0.640. (3) The peptide sequence is CRTFFLTQGALLNDKHSNGTVK. The MHC is DRB1_1101 with pseudo-sequence DRB1_1101. The binding affinity (normalized) is 0.124. (4) The binding affinity (normalized) is 0.0948. The peptide sequence is PEAKYDAYVATLTEA. The MHC is DRB1_1101 with pseudo-sequence DRB1_1101. (5) The peptide sequence is TAGVFAAPTLMSFLR. The MHC is HLA-DQA10501-DQB10201 with pseudo-sequence HLA-DQA10501-DQB10201. The binding affinity (normalized) is 0.185. (6) The peptide sequence is SQDLELSWNLNGLQTY. The MHC is HLA-DQA10301-DQB10302 with pseudo-sequence HLA-DQA10301-DQB10302. The binding affinity (normalized) is 0.494. (7) The peptide sequence is LVAFLRFLTIPPTAG. The binding affinity (normalized) is 0.871. The MHC is DRB1_0401 with pseudo-sequence DRB1_0401. (8) The peptide sequence is APADDKFTVFEAAFN. The MHC is DRB1_1201 with pseudo-sequence DRB1_1201. The binding affinity (normalized) is 0.274. (9) The peptide sequence is PEREVLVWKFDSRLAFHH. The MHC is DRB5_0101 with pseudo-sequence DRB5_0101. The binding affinity (normalized) is 0.445.